Dataset: Full USPTO retrosynthesis dataset with 1.9M reactions from patents (1976-2016). Task: Predict the reactants needed to synthesize the given product. (1) Given the product [C:4]([O:3][C:1](=[O:2])[N:8]([CH:9]1[CH2:10][CH2:11][CH:12]([N:15]([C:16]([C:18]2[S:22][C:21]3[C:23]([F:28])=[CH:24][CH:25]=[C:26]([F:27])[C:20]=3[C:19]=2[Cl:29])=[O:17])[CH2:30][C:31]2[CH:32]=[C:33]([C:44]3[CH:49]=[CH:48][CH:47]=[CH:46][N:45]=3)[CH:34]=[CH:35][C:36]=2[O:37][CH3:38])[CH2:13][CH2:14]1)[CH3:42])([CH3:6])([CH3:7])[CH3:5], predict the reactants needed to synthesize it. The reactants are: [C:1]([N:8]([CH3:42])[CH:9]1[CH2:14][CH2:13][CH:12]([N:15]([CH2:30][C:31]2[CH:32]=[C:33](B(O)O)[CH:34]=[CH:35][C:36]=2[O:37][CH3:38])[C:16]([C:18]2[S:22][C:21]3[C:23]([F:28])=[CH:24][CH:25]=[C:26]([F:27])[C:20]=3[C:19]=2[Cl:29])=[O:17])[CH2:11][CH2:10]1)([O:3][C:4]([CH3:7])([CH3:6])[CH3:5])=[O:2].Br[C:44]1[CH:49]=[CH:48][CH:47]=[CH:46][N:45]=1. (2) Given the product [C:1]([O:5][C:6]([CH:8]1[CH:12]([C:13]2[CH:18]=[CH:17][CH:16]=[C:15]([Cl:19])[C:14]=2[F:20])[C:11]([C:23]2[CH:28]=[CH:27][C:26]([Cl:29])=[CH:25][C:24]=2[F:30])([C:21]#[N:22])[CH:10]([CH3:31])[N:9]1[CH2:35][C:34]1[CH:37]=[CH:38][CH:39]=[CH:40][C:33]=1[F:32])=[O:7])([CH3:4])([CH3:2])[CH3:3], predict the reactants needed to synthesize it. The reactants are: [C:1]([O:5][C:6]([C@H:8]1[C@H:12]([C:13]2[CH:18]=[CH:17][CH:16]=[C:15]([Cl:19])[C:14]=2[F:20])[C@:11]([C:23]2[CH:28]=[CH:27][C:26]([Cl:29])=[CH:25][C:24]=2[F:30])([C:21]#[N:22])[C@@H:10]([CH3:31])[NH:9]1)=[O:7])([CH3:4])([CH3:3])[CH3:2].[F:32][C:33]1[CH:40]=[CH:39][CH:38]=[CH:37][C:34]=1[CH2:35]Br.C(=O)([O-])[O-].[Cs+].[Cs+].